This data is from Full USPTO retrosynthesis dataset with 1.9M reactions from patents (1976-2016). The task is: Predict the reactants needed to synthesize the given product. (1) Given the product [CH3:1][N:2]([S:9]([C:12]1[CH:17]=[CH:16][C:15]([F:18])=[CH:14][CH:13]=1)(=[O:11])=[O:10])/[C:3](=[CH:7]\[CH3:8])/[C:4]([NH:46][CH2:45][C:43]1[CH:42]=[CH:41][N:40]=[C:39]([C:36]2[CH:35]=[CH:34][C:33]([O:32][C:31]([F:48])([F:30])[F:47])=[CH:38][CH:37]=2)[CH:44]=1)=[O:6], predict the reactants needed to synthesize it. The reactants are: [CH3:1][N:2]([S:9]([C:12]1[CH:17]=[CH:16][C:15]([F:18])=[CH:14][CH:13]=1)(=[O:11])=[O:10])/[C:3](=[CH:7]\[CH3:8])/[C:4]([OH:6])=O.CCOC(OC(OCC)=O)=O.[F:30][C:31]([F:48])([F:47])[O:32][C:33]1[CH:38]=[CH:37][C:36]([C:39]2[CH:44]=[C:43]([CH2:45][NH2:46])[CH:42]=[CH:41][N:40]=2)=[CH:35][CH:34]=1. (2) Given the product [CH2:1]([O:8][C:9]1[CH:10]=[C:11]2[C:16](=[CH:17][C:18]=1[O:19][CH3:20])[N:15]=[CH:14][C:13]([N+:21]([O-:23])=[O:22])=[C:12]2[C:24]([C:25]1[CH:32]=[CH:31][C:28]([C:29]#[N:30])=[CH:27][CH:26]=1)=[O:36])[C:2]1[CH:3]=[CH:4][CH:5]=[CH:6][CH:7]=1, predict the reactants needed to synthesize it. The reactants are: [CH2:1]([O:8][C:9]1[CH:10]=[C:11]2[C:16](=[CH:17][C:18]=1[O:19][CH3:20])[N:15]=[CH:14][C:13]([N+:21]([O-:23])=[O:22])=[C:12]2[CH:24](C#N)[C:25]1[CH:32]=[CH:31][C:28]([C:29]#[N:30])=[CH:27][CH:26]=1)[C:2]1[CH:7]=[CH:6][CH:5]=[CH:4][CH:3]=1.[Mn]([O-])(=O)(=O)=[O:36].[K+].C(OCC)(=O)C. (3) Given the product [C:1]1([C:17]2[CH:22]=[CH:21][CH:20]=[CH:19][CH:18]=2)[CH:6]=[CH:5][CH:4]=[CH:3][C:2]=1[C:7]([N:9]1[CH2:10][CH:11]2[CH:15]([CH2:14][N:13]([C:24]3[N:29]=[C:28]([CH3:30])[CH:27]=[C:26]([CH3:31])[N:25]=3)[CH2:12]2)[CH2:16]1)=[O:8], predict the reactants needed to synthesize it. The reactants are: [C:1]1([C:17]2[CH:22]=[CH:21][CH:20]=[CH:19][CH:18]=2)[CH:6]=[CH:5][CH:4]=[CH:3][C:2]=1[C:7]([N:9]1[CH2:16][CH:15]2[CH:11]([CH2:12][NH:13][CH2:14]2)[CH2:10]1)=[O:8].Cl[C:24]1[N:29]=[C:28]([CH3:30])[CH:27]=[C:26]([CH3:31])[N:25]=1. (4) Given the product [CH3:19][O:18][C:15]1[CH:16]=[C:17]2[C:12](=[CH:13][C:14]=1[O:20][CH3:21])[N:11]=[N:10][CH:9]=[C:8]2[C:5]1[CH:4]=[C:3]([CH3:22])[C:2]([N:32]2[CH2:33][CH2:34][C:29]([C:24]3[CH:25]=[CH:26][CH:27]=[CH:28][N:23]=3)([OH:35])[CH2:30][CH2:31]2)=[N:7][CH:6]=1, predict the reactants needed to synthesize it. The reactants are: F[C:2]1[N:7]=[CH:6][C:5]([C:8]2[C:17]3[C:12](=[CH:13][C:14]([O:20][CH3:21])=[C:15]([O:18][CH3:19])[CH:16]=3)[N:11]=[N:10][CH:9]=2)=[CH:4][C:3]=1[CH3:22].[N:23]1[CH:28]=[CH:27][CH:26]=[CH:25][C:24]=1[C:29]1([OH:35])[CH2:34][CH2:33][NH:32][CH2:31][CH2:30]1.